From a dataset of Catalyst prediction with 721,799 reactions and 888 catalyst types from USPTO. Predict which catalyst facilitates the given reaction. (1) Reactant: [C:1]([O:8][CH3:9])(=[O:7])[CH2:2][C:3]([O:5][CH3:6])=[O:4].[H-].[Na+].F[C:13]1[CH:18]=[CH:17][C:16]([C:19]2[CH:24]=[CH:23][CH:22]=[CH:21][C:20]=2[O:25][CH3:26])=[CH:15][C:14]=1[N+:27]([O-:29])=[O:28]. Product: [CH3:26][O:25][C:20]1[CH:21]=[CH:22][CH:23]=[CH:24][C:19]=1[C:16]1[CH:17]=[CH:18][C:13]([CH:2]([C:1]([O:8][CH3:9])=[O:7])[C:3]([O:5][CH3:6])=[O:4])=[C:14]([N+:27]([O-:29])=[O:28])[CH:15]=1. The catalyst class is: 16. (2) Reactant: [H-].[Na+].[F:3][C:4]1[CH:9]=[CH:8][C:7]([C:10]2[C:14]3=[N:15][CH:16]=[C:17]([CH3:19])[CH:18]=[C:13]3[NH:12][C:11]=2[C:20]2[CH:25]=[CH:24][N:23]=[CH:22][CH:21]=2)=[CH:6][CH:5]=1.[CH3:26][O:27][CH2:28]Cl.[Cl-].[NH4+]. Product: [F:3][C:4]1[CH:5]=[CH:6][C:7]([C:10]2[C:14]3=[N:15][CH:16]=[C:17]([CH3:19])[CH:18]=[C:13]3[N:12]([CH2:26][O:27][CH3:28])[C:11]=2[C:20]2[CH:21]=[CH:22][N:23]=[CH:24][CH:25]=2)=[CH:8][CH:9]=1. The catalyst class is: 9. (3) Reactant: [CH3:1][C:2]1([CH3:25])[C:6]([CH3:8])([CH3:7])[O:5][B:4]([C:9]2[CH:10]=[C:11]3[C:15](=[CH:16][CH:17]=2)[N:14](C(OC(C)(C)C)=O)[CH2:13][CH2:12]3)[O:3]1.FC(F)(F)C(O)=O.C([O-])(O)=O.[Na+]. Product: [CH3:7][C:6]1([CH3:8])[C:2]([CH3:1])([CH3:25])[O:3][B:4]([C:9]2[CH:10]=[C:11]3[C:15](=[CH:16][CH:17]=2)[NH:14][CH2:13][CH2:12]3)[O:5]1. The catalyst class is: 2. (4) Reactant: [CH2:1]([N:8]1[C:12]2[CH:13]=[C:14]([NH:21][CH:22]3[CH2:27][CH2:26][NH:25][CH2:24][CH2:23]3)[C:15]3[N:16]([C:17]([CH3:20])=[N:18][N:19]=3)[C:11]=2[CH:10]=[C:9]1[CH3:28])[C:2]1[CH:7]=[CH:6][CH:5]=[CH:4][CH:3]=1.C=O.[BH-](OC(C)=O)(OC(C)=O)O[C:33](C)=O.[Na+]. Product: [CH2:1]([N:8]1[C:12]2[CH:13]=[C:14]([NH:21][CH:22]3[CH2:27][CH2:26][N:25]([CH3:33])[CH2:24][CH2:23]3)[C:15]3[N:16]([C:17]([CH3:20])=[N:18][N:19]=3)[C:11]=2[CH:10]=[C:9]1[CH3:28])[C:2]1[CH:3]=[CH:4][CH:5]=[CH:6][CH:7]=1. The catalyst class is: 2. (5) Reactant: [Cl:1][C:2]1[CH:3]=[CH:4][C:5]2[C:14]3[C:9](=[CH:10][N:11]=[CH:12][CH:13]=3)[C:8](=[O:15])[N:7]([CH3:16])[C:6]=2[CH:17]=1.C1C=C(Cl)C=C(C(OO)=[O:26])C=1. Product: [Cl:1][C:2]1[CH:3]=[CH:4][C:5]2[C:14]3[C:9](=[CH:10][N+:11]([O-:26])=[CH:12][CH:13]=3)[C:8](=[O:15])[N:7]([CH3:16])[C:6]=2[CH:17]=1. The catalyst class is: 2. (6) Reactant: [F:1][C:2]1[CH:3]=[C:4]([C:20]2[C:21]([C:26]#[N:27])=[CH:22][CH:23]=[CH:24][CH:25]=2)[CH:5]=[CH:6][C:7]=1[CH2:8][C:9]1[C:14](=[O:15])[NH:13][C:12]([CH3:16])=[N:11][C:10]=1[CH2:17][CH2:18][CH3:19].Br[CH2:29][C:30](=[O:35])[C:31]([CH3:34])([CH3:33])[CH3:32].C(=O)([O-])[O-].[K+].[K+].CN(C)C=O. Product: [CH3:32][C:31]([CH3:34])([CH3:33])[C:30](=[O:35])[CH2:29][N:13]1[C:14](=[O:15])[C:9]([CH2:8][C:7]2[CH:6]=[CH:5][C:4]([C:20]3[C:21]([C:26]#[N:27])=[CH:22][CH:23]=[CH:24][CH:25]=3)=[CH:3][C:2]=2[F:1])=[C:10]([CH2:17][CH2:18][CH3:19])[N:11]=[C:12]1[CH3:16]. The catalyst class is: 13. (7) Reactant: [C:1]([O:5][C:6]([N:8]1[CH2:17][CH2:16][C:15]2[C:10](=[CH:11][C:12](I)=[CH:13][CH:14]=2)[CH2:9]1)=[O:7])([CH3:4])([CH3:3])[CH3:2].C([Mg]Cl)(C)C.[Cl-].[Li+].[O:26]1[CH2:28][CH2:27]1. Product: [C:1]([O:5][C:6]([N:8]1[CH2:17][CH2:16][C:15]2[C:10](=[CH:11][C:12]([CH2:28][CH2:27][OH:26])=[CH:13][CH:14]=2)[CH2:9]1)=[O:7])([CH3:4])([CH3:3])[CH3:2]. The catalyst class is: 1. (8) Reactant: Br[C:2]1[CH:11]=[N:10][C:9]2[C:4](=[CH:5][CH:6]=[C:7]([OH:21])[C:8]=2[C:12]([NH:14][CH2:15][C:16]([O:18][CH2:19][CH3:20])=[O:17])=[O:13])[N:3]=1.[F:22][C:23]1[CH:24]=[C:25](B(O)O)[CH:26]=[CH:27][CH:28]=1.C(=O)([O-])[O-].[K+].[K+]. Product: [F:22][C:23]1[CH:28]=[C:27]([C:2]2[CH:11]=[N:10][C:9]3[C:4](=[CH:5][CH:6]=[C:7]([OH:21])[C:8]=3[C:12]([NH:14][CH2:15][C:16]([O:18][CH2:19][CH3:20])=[O:17])=[O:13])[N:3]=2)[CH:26]=[CH:25][CH:24]=1. The catalyst class is: 70. (9) Reactant: Cl[C:2]([O:4][CH3:5])=[O:3].[F:6][C:7]1[CH:12]=[CH:11][C:10]([S:13]([NH:16][C:17]2[C:26]([C:27]([O:29][CH3:30])=[O:28])=[C:25]3[C:20]([C@H:21]4[CH2:31][C@H:22]4[CH2:23][O:24]3)=[CH:19][CH:18]=2)(=[O:15])=[O:14])=[C:9]([CH:32]2[CH2:34][CH:33]2[CH2:35][O:36][CH2:37][O:38][CH3:39])[CH:8]=1.N1C=CC=CC=1. Product: [F:6][C:7]1[CH:12]=[CH:11][C:10]([S:13]([N:16]([C:17]2[C:26]([C:27]([O:29][CH3:30])=[O:28])=[C:25]3[C:20]([C@H:21]4[CH2:31][C@H:22]4[CH2:23][O:24]3)=[CH:19][CH:18]=2)[C:2]([O:4][CH3:5])=[O:3])(=[O:15])=[O:14])=[C:9]([C:32]2([CH3:34])[CH2:33][CH:35]2[O:36][CH2:37][O:38][CH3:39])[CH:8]=1. The catalyst class is: 2.